This data is from Full USPTO retrosynthesis dataset with 1.9M reactions from patents (1976-2016). The task is: Predict the reactants needed to synthesize the given product. (1) Given the product [CH:28]1([CH2:27][N:16]([C:17]2[CH:22]=[CH:21][C:20]([S:23]([CH3:26])(=[O:24])=[O:25])=[CH:19][CH:18]=2)[C:14](=[O:15])[NH:13][C:11]2[S:12][C:8]([S:7][CH2:6][CH2:5][C:4]([OH:33])=[O:3])=[CH:9][N:10]=2)[CH2:32][CH2:31][CH2:30][CH2:29]1, predict the reactants needed to synthesize it. The reactants are: C([O:3][C:4](=[O:33])[CH2:5][CH2:6][S:7][C:8]1[S:12][C:11]([NH:13][C:14]([N:16]([CH2:27][CH:28]2[CH2:32][CH2:31][CH2:30][CH2:29]2)[C:17]2[CH:22]=[CH:21][C:20]([S:23]([CH3:26])(=[O:25])=[O:24])=[CH:19][CH:18]=2)=[O:15])=[N:10][CH:9]=1)C.C1(CN(C2C=CC(S(C)(=O)=O)=CC=2)C(=O)NC2SC=C(CC(O)=O)N=2)CCCC1.C1(CNC2C=CC(S(C)(=O)=O)=CC=2)CCCC1.C(OC(=O)CCSC1SC(N)=NC=1)C. (2) Given the product [Br:1][C:2]1[C:3]([NH:15][NH2:16])=[N:4][C:5]2[C:10]([CH:11]=1)=[CH:9][CH:8]=[C:7]([Cl:12])[CH:6]=2, predict the reactants needed to synthesize it. The reactants are: [Br:1][C:2]1[C:3](Cl)=[N:4][C:5]2[C:10]([CH:11]=1)=[CH:9][CH:8]=[C:7]([Cl:12])[CH:6]=2.O.[NH2:15][NH2:16].